From a dataset of Reaction yield outcomes from USPTO patents with 853,638 reactions. Predict the reaction yield, written as a fraction of the theoretical maximum amount of product (1.0 means a 100% yield; for example, 0.34 means a 34% yield). (1) The reactants are N1[CH:6]=[CH:5][C:4]([C:7]2[O:11][N:10]=[C:9]([CH2:12][P:13](=[O:20])([O:17][CH2:18][CH3:19])[O:14][CH2:15][CH3:16])[N:8]=2)=[CH:3]C=1.C(Cl)(=O)C1C=CC=[N:24][CH:23]=1.Cl. No catalyst specified. The product is [N:24]1[CH:23]=[CH:6][CH:5]=[C:4]([C:7]2[O:11][N:10]=[C:9]([CH2:12][P:13](=[O:20])([O:14][CH2:15][CH3:16])[O:17][CH2:18][CH3:19])[N:8]=2)[CH:3]=1. The yield is 0.340. (2) The yield is 0.600. The product is [F:1][C:2]1[CH:7]=[C:6]([F:8])[CH:5]=[CH:4][C:3]=1[N:9]1[C:13]([C:14]2[S:23][C:22]3[C:21]4[N:24]=[C:25]([N:28]5[CH2:33][C@H:32]([CH3:34])[N:31]([CH3:36])[C@H:30]([CH3:35])[CH2:29]5)[CH:26]=[CH:27][C:20]=4[O:19][CH2:18][CH2:17][C:16]=3[CH:15]=2)=[N:12][CH:11]=[N:10]1. The reactants are [F:1][C:2]1[CH:7]=[C:6]([F:8])[CH:5]=[CH:4][C:3]=1[N:9]1[C:13]([C:14]2[S:23][C:22]3[C:21]4[N:24]=[C:25]([N:28]5[CH2:33][C@H:32]([CH3:34])[NH:31][C@H:30]([CH3:35])[CH2:29]5)[CH:26]=[CH:27][C:20]=4[O:19][CH2:18][CH2:17][C:16]=3[CH:15]=2)=[N:12][CH:11]=[N:10]1.[C:36](=O)([O-])[O-].[Cs+].[Cs+].CI.O. The catalyst is CN(C)C=O. (3) The reactants are [Si]([O:8][CH2:9][C@:10]1([CH3:37])[S:16][CH2:15][CH2:14][N:13]2[C:17]([C:20]3([C:23]4[CH:28]=[CH:27][C:26]([C:29]5[N:30]=[N:31][C:32]([CH3:35])=[CH:33][CH:34]=5)=[CH:25][C:24]=4[F:36])[CH2:22][CH2:21]3)=[N:18][N:19]=[C:12]2[CH2:11]1)(C(C)(C)C)(C)C.Cl.O1CCOCC1. The catalyst is CO. The product is [F:36][C:24]1[CH:25]=[C:26]([C:29]2[N:30]=[N:31][C:32]([CH3:35])=[CH:33][CH:34]=2)[CH:27]=[CH:28][C:23]=1[C:20]1([C:17]2[N:13]3[CH2:14][CH2:15][S:16][C@:10]([CH2:9][OH:8])([CH3:37])[CH2:11][C:12]3=[N:19][N:18]=2)[CH2:21][CH2:22]1. The yield is 0.730. (4) The catalyst is C1COCC1. The product is [C:28]([NH:1][CH2:2][CH:3]([NH:11][C:12](=[O:18])[O:13][C:14]([CH3:15])([CH3:17])[CH3:16])[C:4]1[CH:5]=[CH:6][C:7]([Cl:10])=[CH:8][CH:9]=1)(=[O:30])[CH3:29]. The reactants are [NH2:1][CH2:2][CH:3]([NH:11][C:12](=[O:18])[O:13][C:14]([CH3:17])([CH3:16])[CH3:15])[C:4]1[CH:9]=[CH:8][C:7]([Cl:10])=[CH:6][CH:5]=1.C(N(C(C)C)C(C)C)C.[C:28](OC(=O)C)(=[O:30])[CH3:29]. The yield is 0.627. (5) The reactants are [O:1]1[CH:5]=[CH:4][CH:3]=[CH:2]1.C([Li])CCC.O1C=CC=C1[Li].Br[CH2:18][CH2:19][CH2:20][CH2:21][CH2:22][CH2:23][CH2:24][CH2:25][O:26][Si](C)(C)C(C)(C)C.CCCC[N+](CCCC)(CCCC)CCCC.[F-]. The catalyst is C1COCC1.C(O)CO.C(=O)=O. The product is [O:1]1[CH:5]=[CH:4][CH:3]=[C:2]1[CH:25]([OH:26])[CH2:24][CH2:23][CH2:22][CH2:21][CH2:20][CH2:19][CH3:18]. The yield is 0.680. (6) The reactants are [C:1]1([C:16]2[CH:21]=[CH:20][CH:19]=[CH:18][CH:17]=2)[CH:6]=[CH:5][C:4]([CH:7]([NH:14][CH3:15])[CH2:8][N:9]2[CH2:13][CH2:12][CH2:11][CH2:10]2)=[CH:3][CH:2]=1.[CH2:22]([O:24][C:25]([C:27]1[CH:28]=[CH:29][C:30]2[O:35][CH2:34][C:33](=[O:36])[N:32]([CH2:37][C:38]([OH:40])=O)[C:31]=2[CH:41]=1)=[O:26])[CH3:23].C(N(CC)CC)C.F[P-](F)(F)(F)(F)F.N1(O[P+](N(C)C)(N(C)C)N(C)C)C2C=CC=CC=2N=N1.FC(F)(F)C(O)=O. The catalyst is C(Cl)Cl.CC#N.O. The product is [C:1]1([C:16]2[CH:17]=[CH:18][CH:19]=[CH:20][CH:21]=2)[CH:6]=[CH:5][C:4]([CH:7]([N:14]([CH3:15])[C:38](=[O:40])[CH2:37][N:32]2[C:31]3[CH:41]=[C:27]([C:25]([O:24][CH2:22][CH3:23])=[O:26])[CH:28]=[CH:29][C:30]=3[O:35][CH2:34][C:33]2=[O:36])[CH2:8][N:9]2[CH2:13][CH2:12][CH2:11][CH2:10]2)=[CH:3][CH:2]=1. The yield is 0.770.